From a dataset of Catalyst prediction with 721,799 reactions and 888 catalyst types from USPTO. Predict which catalyst facilitates the given reaction. (1) Reactant: [CH:1]1[C:6]([C:7]2[O:17][C:16]3[CH:15]=[C:14]([OH:18])[CH:13]=[CH:12][C:11]=3[C:9](=[O:10])[C:8]=2[OH:19])=[CH:5][C:4]([OH:20])=[C:3]([OH:21])[CH:2]=1.[CH2:22]([O:29][P:30]([O-:39])[O:31][CH2:32][C:33]1[CH:38]=[CH:37][CH:36]=[CH:35][CH:34]=1)[C:23]1[CH:28]=[CH:27][CH:26]=[CH:25][CH:24]=1.C(N(CC)C(C)C)(C)C.C(Cl)(Cl)(Cl)Cl.P([O-])(O)(O)=O.[K+]. Product: [P:30]([O:20][C:4]1[CH:5]=[C:6]([C:7]2[O:17][C:16]3[C:11]([C:9](=[O:10])[C:8]=2[OH:19])=[CH:12][CH:13]=[C:14]([OH:18])[CH:15]=3)[CH:1]=[CH:2][C:3]=1[OH:21])([O:29][CH2:22][C:23]1[CH:28]=[CH:27][CH:26]=[CH:25][CH:24]=1)([O:31][CH2:32][C:33]1[CH:38]=[CH:37][CH:36]=[CH:35][CH:34]=1)=[O:39]. The catalyst class is: 367. (2) Reactant: [CH3:1][C:2]1[N:7]=[C:6]([S:8][CH2:9][C:10]2[N:11]=[C:12]([CH3:15])[S:13][CH:14]=2)[N:5]=[C:4]([OH:16])[CH:3]=1.[ClH:17].O1CCOCC1. Product: [ClH:17].[CH3:1][C:2]1[N:7]=[C:6]([S:8][CH2:9][C:10]2[N:11]=[C:12]([CH3:15])[S:13][CH:14]=2)[N:5]=[C:4]([OH:16])[CH:3]=1. The catalyst class is: 5.